Dataset: Full USPTO retrosynthesis dataset with 1.9M reactions from patents (1976-2016). Task: Predict the reactants needed to synthesize the given product. (1) Given the product [CH:11]1([CH2:10][S:9][C:4]2[C:3]([CH2:2][O:26][C:23]3[CH:24]=[CH:25][C:20]([CH2:19][CH2:18][C:17]([OH:28])=[O:16])=[CH:21][C:22]=3[F:27])=[CH:8][CH:7]=[CH:6][N:5]=2)[CH2:13][CH2:12]1, predict the reactants needed to synthesize it. The reactants are: Cl[CH2:2][C:3]1[C:4]([S:9][CH2:10][CH:11]2[CH2:13][CH2:12]2)=[N:5][CH:6]=[CH:7][CH:8]=1.C([O:16][C:17](=[O:28])[CH2:18][CH2:19][C:20]1[CH:25]=[CH:24][C:23]([OH:26])=[C:22]([F:27])[CH:21]=1)C. (2) Given the product [C:9]1([C:7]2[O:8][C:4]3[CH:3]=[C:2]([C:20](=[O:23])[CH2:21][CH3:22])[CH:16]=[CH:15][C:5]=3[N:6]=2)[CH:14]=[CH:13][CH:12]=[CH:11][CH:10]=1, predict the reactants needed to synthesize it. The reactants are: Br[C:2]1[CH:16]=[CH:15][C:5]2[N:6]=[C:7]([C:9]3[CH:14]=[CH:13][CH:12]=[CH:11][CH:10]=3)[O:8][C:4]=2[CH:3]=1.CON(C)[C:20](=[O:23])[CH2:21][CH3:22].